From a dataset of Forward reaction prediction with 1.9M reactions from USPTO patents (1976-2016). Predict the product of the given reaction. (1) Given the reactants [F:1][CH:2]([F:14])[C:3]1[N:7](C)[N:6]=[CH:5][C:4]=1[C:9]([O:11][CH2:12][CH3:13])=[O:10].P([O-])(OC)O[CH3:17].CS(O)(=O)=O, predict the reaction product. The product is: [F:1][CH:2]([F:14])[C:3]1[C:4]([C:9]([O:11][CH2:12][CH3:13])=[O:10])=[CH:5][N:6]([CH3:17])[N:7]=1. (2) Given the reactants CN(C)/[CH:3]=[C:4]1\[CH2:5][CH2:6][CH:7]=[C:8]([O:11][CH2:12][CH3:13])[C:9]\1=O.Cl.[C:16]([NH2:19])(=[NH:18])[CH3:17].C(=O)([O-])[O-].[K+].[K+], predict the reaction product. The product is: [CH2:12]([O:11][C:8]1[C:9]2[N:19]=[C:16]([CH3:17])[N:18]=[CH:3][C:4]=2[CH2:5][CH2:6][CH:7]=1)[CH3:13].